From a dataset of Reaction yield outcomes from USPTO patents with 853,638 reactions. Predict the reaction yield, written as a fraction of the theoretical maximum amount of product (1.0 means a 100% yield; for example, 0.34 means a 34% yield). (1) No catalyst specified. The product is [Br:25][CH2:26][CH2:27][O:28][C:29]1[CH:34]=[CH:33][C:32]([C:35]([CH:37]2[C:16]3[C:11](=[CH:12][C:13]([O:17][CH2:18][C:19]4[CH:20]=[CH:21][CH:22]=[CH:23][CH:24]=4)=[CH:14][CH:15]=3)[CH2:10][CH2:9][N:8]2[C:5]2[CH:6]=[CH:7][C:2]([F:1])=[CH:3][CH:4]=2)=[O:36])=[CH:31][CH:30]=1. The yield is 0.780. The reactants are [F:1][C:2]1[CH:7]=[CH:6][C:5]([NH:8][CH2:9][CH2:10][C:11]2[CH:16]=[CH:15][CH:14]=[C:13]([O:17][CH2:18][C:19]3[CH:24]=[CH:23][CH:22]=[CH:21][CH:20]=3)[CH:12]=2)=[CH:4][CH:3]=1.[Br:25][CH2:26][CH2:27][O:28][C:29]1[CH:34]=[CH:33][C:32]([C:35]([CH:37]=O)=[O:36])=[CH:31][CH:30]=1.FC(F)(F)C(O)=O. (2) The product is [CH3:1][S:2][CH2:3][C:4]1([C:7]([OH:9])=[O:8])[CH2:6][CH2:5]1. The catalyst is C(O)C.[OH-].[Na+]. The yield is 0.580. The reactants are [CH3:1][S:2][CH2:3][C:4]1([C:7]([O:9]CC)=[O:8])[CH2:6][CH2:5]1. (3) The reactants are [C:1]([OH:9])(=O)[C:2]1[CH:7]=[CH:6][CH:5]=[N:4][CH:3]=1.[NH2:10][CH2:11][CH2:12][S:13][S:14][CH2:15][CH2:16][NH:17][C:18](=[O:24])[O:19][C:20]([CH3:23])([CH3:22])[CH3:21].CCN=C=NCCCN(C)C. The catalyst is CC#N.CCOC(C)=O. The product is [C:1]([NH:10][CH2:11][CH2:12][S:13][S:14][CH2:15][CH2:16][NH:17][C:18](=[O:24])[O:19][C:20]([CH3:22])([CH3:21])[CH3:23])(=[O:9])[C:2]1[CH:7]=[CH:6][CH:5]=[N:4][CH:3]=1. The yield is 0.560. (4) The reactants are [NH2:1][C:2]1[CH:10]=[C:9]([O:11][CH3:12])[CH:8]=[C:7]([O:13][CH3:14])[C:3]=1[C:4]([NH2:6])=[O:5].[Br:15][C:16]1[CH:17]=[C:18]([CH:21]=[CH:22][CH:23]=1)[CH:19]=O.OS([O-])=O.[Na+].O.C1(C)C=CC(S(O)(=O)=O)=CC=1. The catalyst is CN(C)C(=O)C. The product is [Br:15][C:16]1[CH:17]=[C:18]([C:19]2[NH:6][C:4](=[O:5])[C:3]3[C:2](=[CH:10][C:9]([O:11][CH3:12])=[CH:8][C:7]=3[O:13][CH3:14])[N:1]=2)[CH:21]=[CH:22][CH:23]=1. The yield is 0.880. (5) The reactants are [NH2:1][C@H:2](C(N)=O)[CH2:3][C:4]1C=CC(O)=C[CH:5]=1.Cl.C([N:17]([CH2:20]C)[CH2:18][CH3:19])C.FC(F)(F)C(OC1C(F)=C(F)C(F)=C(F)C=1F)=O. No catalyst specified. The product is [N:17]1[C:18]2[CH:19]=[CH:5][CH:4]=[CH:3][C:2]=2[NH:1][CH:20]=1. The yield is 0.500. (6) The reactants are [C:1]([O:5][C:6](=[O:17])[NH:7][CH:8]([CH2:15][CH3:16])[CH:9]([OH:14])[CH2:10][N+:11]([O-:13])=[O:12])([CH3:4])([CH3:3])[CH3:2].C(N(CC)CC)C.[CH3:25][Si:26](Cl)([CH3:28])[CH3:27]. The catalyst is ClCCl. The product is [C:1]([O:5][C:6](=[O:17])[NH:7][CH:8]([CH2:15][CH3:16])[CH:9]([O:14][Si:26]([CH3:28])([CH3:27])[CH3:25])[CH2:10][N+:11]([O-:13])=[O:12])([CH3:4])([CH3:3])[CH3:2]. The yield is 0.860. (7) The reactants are [CH3:1][O:2][C:3]1([O:26][CH3:27])[CH2:8][CH2:7][N:6]([C:9]2[CH:14]=[CH:13][C:12]([N:15]3[CH2:19][C@@H:18]([CH2:20][N:21]=[N+]=[N-])[O:17][C:16]3=[O:24])=[CH:11][CH:10]=2)[CH2:5][CH:4]1[F:25]. The yield is 0.890. The product is [CH3:27][O:26][C:3]1([O:2][CH3:1])[CH2:8][CH2:7][N:6]([C:9]2[CH:14]=[CH:13][C:12]([N:15]3[CH2:19][C@H:18]([CH2:20][NH2:21])[O:17][C:16]3=[O:24])=[CH:11][CH:10]=2)[CH2:5][CH:4]1[F:25]. The catalyst is [Pd].C(OCC)(=O)C.